Dataset: Catalyst prediction with 721,799 reactions and 888 catalyst types from USPTO. Task: Predict which catalyst facilitates the given reaction. (1) Reactant: [I:1][C:2]1[CH:7]=[CH:6][CH:5]=[CH:4][C:3]=1[CH:8]([CH3:12])[C:9](O)=[O:10].CC[N:15](C(C)C)C(C)C.C1C=CC2N(O)N=NC=2C=1.CCN=C=NCCCN(C)C.Cl.Cl.C(=O)([O-])[O-].[NH4+].[NH4+]. Product: [I:1][C:2]1[CH:7]=[CH:6][CH:5]=[CH:4][C:3]=1[CH:8]([CH3:12])[C:9]([NH2:15])=[O:10]. The catalyst class is: 118. (2) Reactant: [Br:1][C:2]1[CH:7]=[CH:6][CH:5]=[CH:4][C:3]=1[N:8]1[CH2:12][CH2:11][CH:10](O)[CH2:9]1.[CH2:14]([N:16](CC)[CH2:17][CH3:18])[CH3:15].CS(Cl)(=O)=[O:23]. Product: [Br:1][C:2]1[CH:7]=[CH:6][CH:5]=[CH:4][C:3]=1[N:8]1[CH2:12][CH2:11][CH:10]([N:16]2[CH2:17][CH2:18][O:23][CH2:15][CH2:14]2)[CH2:9]1. The catalyst class is: 11. (3) Reactant: [C:1]([C:4]1[N:9]=[C:8]([CH:10]2[CH2:15][CH2:14][N:13](C(OC(C)(C)C)=O)[CH2:12][CH2:11]2)[CH:7]=[C:6]([N:23]([CH3:25])[CH3:24])[CH:5]=1)(=[O:3])[NH2:2].Cl.CCOC(C)=O. Product: [CH3:24][N:23]([CH3:25])[C:6]1[CH:7]=[C:8]([CH:10]2[CH2:11][CH2:12][NH:13][CH2:14][CH2:15]2)[N:9]=[C:4]([C:1]([NH2:2])=[O:3])[CH:5]=1. The catalyst class is: 25. (4) Reactant: [NH2:1][C:2]1[CH:12]=[CH:11][C:5]2[N:6]([CH3:10])[C:7](=[O:9])[NH:8][C:4]=2[CH:3]=1.C(O[CH:16]=[C:17]([C:23](=[O:30])[NH:24][C:25](OCC)=[O:26])[C:18]([O:20][CH2:21][CH3:22])=[O:19])C.CC(C)([O-])C.[K+].Cl. Product: [CH3:10][N:6]1[C:5]2[CH:11]=[CH:12][C:2]([N:1]3[CH:16]=[C:17]([C:18]([O:20][CH2:21][CH3:22])=[O:19])[C:23](=[O:30])[NH:24][C:25]3=[O:26])=[CH:3][C:4]=2[NH:8][C:7]1=[O:9]. The catalyst class is: 40.